Predict the reaction yield, written as a fraction of the theoretical maximum amount of product (1.0 means a 100% yield; for example, 0.34 means a 34% yield). From a dataset of Reaction yield outcomes from USPTO patents with 853,638 reactions. (1) The reactants are C[O:2][C:3](=[O:35])[CH:4]([NH:12][C:13](=[O:34])[C:14]1[CH:19]=[CH:18][C:17]([C:20]2[CH:21]=[N:22][C:23]([O:26][CH2:27][C:28]3[CH:33]=[CH:32][CH:31]=[CH:30][CH:29]=3)=[CH:24][CH:25]=2)=[CH:16][CH:15]=1)[CH2:5][C:6]1[CH:11]=[CH:10][CH:9]=[CH:8][CH:7]=1.[OH-].[Na+:37]. The catalyst is CO. The product is [CH2:27]([O:26][C:23]1[N:22]=[CH:21][C:20]([C:17]2[CH:18]=[CH:19][C:14]([C:13]([NH:12][CH:4]([CH2:5][C:6]3[CH:11]=[CH:10][CH:9]=[CH:8][CH:7]=3)[C:3]([O-:35])=[O:2])=[O:34])=[CH:15][CH:16]=2)=[CH:25][CH:24]=1)[C:28]1[CH:29]=[CH:30][CH:31]=[CH:32][CH:33]=1.[Na+:37]. The yield is 0.840. (2) The product is [Cl:15][C:16]1[CH:21]=[C:20]([CH:19]=[CH:18][CH:17]=1)[O:1][CH:2]1[CH2:3][CH2:4][NH:5][CH2:6][CH2:7]1. The reactants are [OH:1][CH:2]1[CH2:7][CH2:6][N:5](C(OC(C)(C)C)=O)[CH2:4][CH2:3]1.[Cl:15][C:16]1[CH:17]=[C:18](O)[CH:19]=[CH:20][CH:21]=1. The yield is 0.720. No catalyst specified.